Dataset: Catalyst prediction with 721,799 reactions and 888 catalyst types from USPTO. Task: Predict which catalyst facilitates the given reaction. Reactant: [Cl:1][C:2]1[S:3][C:4]([C:8]2[C:17](=[O:18])[NH:16][C:11]3=[N:12][CH:13]=[CH:14][N:15]=[C:10]3[C:9]=2[OH:19])=[C:5]([CH3:7])[N:6]=1.[C:20](Cl)(=[O:24])[CH:21]([CH3:23])[CH3:22].N1C=CC=CC=1. Product: [Cl:1][C:2]1[S:3][C:4]([C:8]2[C:17](=[O:18])[NH:16][C:11]3=[N:12][CH:13]=[CH:14][N:15]=[C:10]3[C:9]=2[O:19][C:20](=[O:24])[CH:21]([CH3:23])[CH3:22])=[C:5]([CH3:7])[N:6]=1. The catalyst class is: 4.